From a dataset of Full USPTO retrosynthesis dataset with 1.9M reactions from patents (1976-2016). Predict the reactants needed to synthesize the given product. (1) Given the product [ClH:54].[CH3:21][C:22]1[N:30]2[C:25]([CH2:26][O:27][C:28]3[C:34]([CH2:35][CH2:36][N:4]4[CH2:5][CH2:6][N:1]([C:7]5[CH:16]=[CH:15][CH:14]=[C:13]6[C:8]=5[CH:9]=[CH:10][C:11]([C:17]([F:20])([F:18])[F:19])=[N:12]6)[CH2:2][CH2:3]4)=[CH:33][CH:32]=[CH:31][C:29]=32)=[N:24][N:23]=1, predict the reactants needed to synthesize it. The reactants are: [N:1]1([C:7]2[CH:16]=[CH:15][CH:14]=[C:13]3[C:8]=2[CH:9]=[CH:10][C:11]([C:17]([F:20])([F:19])[F:18])=[N:12]3)[CH2:6][CH2:5][NH:4][CH2:3][CH2:2]1.[CH3:21][C:22]1[N:30]2[C:25]([CH2:26][O:27][C:28]3[C:34]([CH2:35][CH:36]=O)=[CH:33][CH:32]=[CH:31][C:29]=32)=[N:24][N:23]=1.C(O[BH-](OC(=O)C)OC(=O)C)(=O)C.[Na+].O.C(Cl)[Cl:54]. (2) Given the product [Cl:30][C:26]1[CH:25]=[C:24]([C:11]2[CH:12]=[CH:13][C:6]([O:5][CH2:4][CH:1]3[CH2:2][CH2:3]3)=[C:7]([CH:10]=2)[C:8]#[N:9])[CH:29]=[CH:28][N:27]=1, predict the reactants needed to synthesize it. The reactants are: [CH:1]1([CH2:4][O:5][C:6]2[CH:13]=[CH:12][C:11](B3OC(C)(C)C(C)(C)O3)=[CH:10][C:7]=2[C:8]#[N:9])[CH2:3][CH2:2]1.Br[C:24]1[CH:29]=[CH:28][N:27]=[C:26]([Cl:30])[CH:25]=1.C(=O)([O-])[O-].[K+].[K+]. (3) The reactants are: [C:1]([N:4]1[C:12]2[C:7](=[CH:8][C:9]([O:21][CH3:22])=[C:10]([N:13]3[CH2:18][C@H:17]([CH3:19])[NH:16][C@H:15]([CH3:20])[CH2:14]3)[CH:11]=2)[CH2:6][CH2:5]1)(=[O:3])[CH3:2].C=O.[BH3-][C:26]#N.[Na+]. Given the product [C:1]([N:4]1[C:12]2[C:7](=[CH:8][C:9]([O:21][CH3:22])=[C:10]([N:13]3[CH2:18][C@H:17]([CH3:19])[N:16]([CH3:26])[C@H:15]([CH3:20])[CH2:14]3)[CH:11]=2)[CH2:6][CH2:5]1)(=[O:3])[CH3:2], predict the reactants needed to synthesize it. (4) Given the product [C:1]1([CH:7]2[CH2:8][CH2:9][N:10]([CH2:14][CH2:15][CH2:16][C:17]#[N:18])[CH2:11][CH2:12]2)[CH:6]=[CH:5][CH:4]=[CH:3][CH:2]=1, predict the reactants needed to synthesize it. The reactants are: [C:1]1([CH:7]2[CH2:12][CH2:11][NH:10][CH2:9][CH2:8]2)[CH:6]=[CH:5][CH:4]=[CH:3][CH:2]=1.Br[CH2:14][CH2:15][CH2:16][C:17]#[N:18].C(=O)([O-])[O-].[K+].[K+].[I-].[K+]. (5) Given the product [CH2:24]([C:26]1[CH:31]=[CH:30][CH:29]=[CH:28][C:27]=1[C:2]1[CH:23]=[CH:22][C:5]2[C:6]3[N:7]([CH:11]=[C:12]([C:14]4[N:18]([CH:19]([CH3:21])[CH3:20])[N:17]=[CH:16][N:15]=4)[N:13]=3)[CH2:8][CH2:9][O:10][C:4]=2[CH:3]=1)[CH3:25], predict the reactants needed to synthesize it. The reactants are: Br[C:2]1[CH:23]=[CH:22][C:5]2[C:6]3[N:7]([CH:11]=[C:12]([C:14]4[N:18]([CH:19]([CH3:21])[CH3:20])[N:17]=[CH:16][N:15]=4)[N:13]=3)[CH2:8][CH2:9][O:10][C:4]=2[CH:3]=1.[CH2:24]([C:26]1[CH:31]=[CH:30][CH:29]=[CH:28][C:27]=1B(O)O)[CH3:25]. (6) The reactants are: [H-].[Na+].[Cl:3][C:4]1[CH:5]=[C:6]([C:11]23[CH:16]([CH:17]=[N:18][OH:19])[CH:15]2[CH2:14][N:13]([C:20]([O:22][C:23]([CH3:26])([CH3:25])[CH3:24])=[O:21])[CH2:12]3)[CH:7]=[CH:8][C:9]=1[Cl:10].[CH2:27](I)[CH3:28]. Given the product [Cl:3][C:4]1[CH:5]=[C:6]([C:11]23[CH:16]([CH:17]=[N:18][O:19][CH2:27][CH3:28])[CH:15]2[CH2:14][N:13]([C:20]([O:22][C:23]([CH3:26])([CH3:25])[CH3:24])=[O:21])[CH2:12]3)[CH:7]=[CH:8][C:9]=1[Cl:10], predict the reactants needed to synthesize it. (7) Given the product [Cl:1][C:2]1[CH:18]=[CH:17][C:5]2[CH2:6][CH2:7][NH:8][CH2:9][CH2:10][C:4]=2[C:3]=1[NH:19][CH2:20][C:21]1[CH:22]=[CH:23][C:24]([CH2:27][NH:28][C:29]([CH:31]2[CH2:32][CH2:33]2)=[O:30])=[CH:25][CH:26]=1, predict the reactants needed to synthesize it. The reactants are: [Cl:1][C:2]1[CH:18]=[CH:17][C:5]2[CH2:6][CH2:7][N:8](C(=O)C(F)(F)F)[CH2:9][CH2:10][C:4]=2[C:3]=1[NH:19][CH2:20][C:21]1[CH:26]=[CH:25][C:24]([CH2:27][NH:28][C:29]([CH:31]2[CH2:33][CH2:32]2)=[O:30])=[CH:23][CH:22]=1.O[Li].O.